This data is from Catalyst prediction with 721,799 reactions and 888 catalyst types from USPTO. The task is: Predict which catalyst facilitates the given reaction. (1) The catalyst class is: 12. Product: [C:4]([C:3]([CH:9]1[CH2:14][CH2:13][N:12]([C:17]([O:19][C:20]([CH3:23])([CH3:22])[CH3:21])=[O:18])[CH2:11][CH2:10]1)([CH3:8])[CH3:2])([OH:6])=[O:5]. Reactant: Cl.[CH3:2][C:3]([CH:9]1[CH2:14][CH2:13][NH:12][CH2:11][CH2:10]1)([CH3:8])[C:4]([O:6]C)=[O:5].[OH-].[Na+].[C:17](O[C:17]([O:19][C:20]([CH3:23])([CH3:22])[CH3:21])=[O:18])([O:19][C:20]([CH3:23])([CH3:22])[CH3:21])=[O:18].Cl. (2) Reactant: [CH2:1]([O:3][C:4]([C:6]1[NH:7][C:8]2[C:13]([CH:14]=1)=[CH:12][C:11]([SH:15])=[C:10]([C:16]([CH3:19])([CH3:18])[CH3:17])[CH:9]=2)=[O:5])[CH3:2].N1C=CC=CC=1.[S:26](Br)([C:29]1[CH:35]=[CH:34][C:32]([CH3:33])=[CH:31][CH:30]=1)(=[O:28])=[O:27].C(Cl)(Cl)(Cl)Cl. Product: [CH2:1]([O:3][C:4]([C:6]1[NH:7][C:8]2[C:13]([CH:14]=1)=[CH:12][C:11]([S:15][S:26]([C:29]1[CH:35]=[CH:34][C:32]([CH3:33])=[CH:31][CH:30]=1)(=[O:28])=[O:27])=[C:10]([C:16]([CH3:18])([CH3:17])[CH3:19])[CH:9]=2)=[O:5])[CH3:2]. The catalyst class is: 25. (3) Reactant: [C:1]([O:9][C@@H:10]1[CH2:18][C@@H:13]2[O:14][C:15](=[O:17])[CH2:16][C@@H:12]2[C@H:11]1/[CH:19]=[CH:20]/[C:21]([C:23]1[S:27][C:26]2[CH:28]=[CH:29][CH:30]=[CH:31][C:25]=2[CH:24]=1)=[O:22])(=[O:8])[C:2]1[CH:7]=[CH:6][CH:5]=[CH:4][CH:3]=1.[CH3:32][Mg]Br. Product: [C:1]([O:9][C@@H:10]1[CH2:18][C@@H:13]2[O:14][C:15](=[O:17])[CH2:16][C@@H:12]2[C@H:11]1/[CH:19]=[CH:20]/[C:21]([C:23]1[S:27][C:26]2[CH:28]=[CH:29][CH:30]=[CH:31][C:25]=2[CH:24]=1)([OH:22])[CH3:32])(=[O:8])[C:2]1[CH:7]=[CH:6][CH:5]=[CH:4][CH:3]=1. The catalyst class is: 165. (4) Reactant: [CH3:1][S:2]([O:5][CH:6]1[CH2:9][N:8](C(C2C=CC=CC=2)C2C=CC=CC=2)[CH2:7]1)(=[O:4])=[O:3].[Cl:23]CCOC(Cl)=O. Product: [ClH:23].[CH3:1][S:2]([O:5][CH:6]1[CH2:9][NH:8][CH2:7]1)(=[O:4])=[O:3]. The catalyst class is: 4. (5) Reactant: [C:1]([O:5][C:6]([NH:8][C@@H:9]([CH2:14][C:15]1[CH:20]=[CH:19][C:18]([O:21][CH3:22])=[C:17]([O:23][CH3:24])[CH:16]=1)[C:10]([O:12]C)=[O:11])=[O:7])([CH3:4])([CH3:3])[CH3:2].[OH-].[Na+]. Product: [C:1]([O:5][C:6]([NH:8][C@@H:9]([CH2:14][C:15]1[CH:20]=[CH:19][C:18]([O:21][CH3:22])=[C:17]([O:23][CH3:24])[CH:16]=1)[C:10]([OH:12])=[O:11])=[O:7])([CH3:3])([CH3:2])[CH3:4]. The catalyst class is: 5. (6) Product: [ClH:1].[F:22][C:19]1[CH:20]=[CH:21][C:16]([NH:15][C:14]2[C:13]3[C:8](=[C:9]([CH3:33])[CH:10]=[C:11]([S:25]([CH2:28][CH2:29][C:30]([N:58]4[CH2:63][CH2:62][O:61][CH2:60][CH2:59]4)=[O:32])(=[O:26])=[O:27])[CH:12]=3)[N:7]=[CH:6][C:5]=2[C:3]([NH2:2])=[O:4])=[CH:17][C:18]=1[O:23][CH3:24]. The catalyst class is: 9. Reactant: [ClH:1].[NH2:2][C:3]([C:5]1[CH:6]=[N:7][C:8]2[C:13]([C:14]=1[NH:15][C:16]1[CH:21]=[CH:20][C:19]([F:22])=[C:18]([O:23][CH3:24])[CH:17]=1)=[CH:12][C:11]([S:25]([CH2:28][CH2:29][C:30]([OH:32])=O)(=[O:27])=[O:26])=[CH:10][C:9]=2[CH3:33])=[O:4].F[P-](F)(F)(F)(F)F.N1(OC(N(C)C)=[N+](C)C)C2N=CC=CC=2N=N1.[NH:58]1[CH2:63][CH2:62][O:61][CH2:60][CH2:59]1.C(N(CC)C(C)C)(C)C. (7) Reactant: [H-].[Al+3].[Li+].[H-].[H-].[H-].[CH3:7][CH:8]([S:10]([NH:13][CH:14]1[C:22]2[C:17](=[CH:18][C:19]([C:23](OC)=[O:24])=[CH:20][CH:21]=2)[CH2:16][CH2:15]1)(=[O:12])=[O:11])[CH3:9]. Product: [OH:24][CH2:23][C:19]1[CH:18]=[C:17]2[C:22](=[CH:21][CH:20]=1)[CH:14]([NH:13][S:10]([CH:8]([CH3:9])[CH3:7])(=[O:12])=[O:11])[CH2:15][CH2:16]2. The catalyst class is: 7. (8) Reactant: [Si]([O:8][CH2:9][C:10]1[N:15]=[C:14]([C:16]2[CH:26]=[CH:25][C:19]([C:20]([N:22]([CH3:24])[CH3:23])=[O:21])=[CH:18][CH:17]=2)[CH:13]=[CH:12][CH:11]=1)(C(C)(C)C)(C)C.F.F.F.C(N(CC)CC)C. Product: [OH:8][CH2:9][C:10]1[N:15]=[C:14]([C:16]2[CH:26]=[CH:25][C:19]([C:20]([N:22]([CH3:24])[CH3:23])=[O:21])=[CH:18][CH:17]=2)[CH:13]=[CH:12][CH:11]=1. The catalyst class is: 1. (9) Reactant: C(N(C(C)C)[P:5]([O:14][CH2:15][C:16]1[CH:21]=[CH:20][CH:19]=[CH:18][CH:17]=1)[O:6][CH2:7][C:8]1[CH:13]=[CH:12][CH:11]=[CH:10][CH:9]=1)(C)C.[C:25](=[O:61])([O:57][CH2:58][CH2:59][OH:60])[O:26][CH2:27][O:28][C:29]1[C:30](=[O:56])[C:31]([C:44]([NH:46][CH2:47][C:48]2[CH:53]=[CH:52][C:51]([F:54])=[CH:50][C:49]=2[F:55])=[O:45])=[CH:32][N:33]2[C:38]=1[C:37](=[O:39])[N:36]1[C@@H:40]([CH3:43])[CH2:41][O:42][C@@H:35]1[CH2:34]2.N1C=NN=N1.C1C=C(Cl)C=C(C(OO)=[O:75])C=1.S([O-])([O-])(=O)=S.[Na+].[Na+]. Product: [C:25](=[O:61])([O:26][CH2:27][O:28][C:29]1[C:30](=[O:56])[C:31]([C:44]([NH:46][CH2:47][C:48]2[CH:53]=[CH:52][C:51]([F:54])=[CH:50][C:49]=2[F:55])=[O:45])=[CH:32][N:33]2[C:38]=1[C:37](=[O:39])[N:36]1[C@@H:40]([CH3:43])[CH2:41][O:42][C@@H:35]1[CH2:34]2)[O:57][CH2:58][CH2:59][O:60][P:5]([O:6][CH2:7][C:8]1[CH:9]=[CH:10][CH:11]=[CH:12][CH:13]=1)([O:14][CH2:15][C:16]1[CH:17]=[CH:18][CH:19]=[CH:20][CH:21]=1)=[O:75]. The catalyst class is: 4.